This data is from Forward reaction prediction with 1.9M reactions from USPTO patents (1976-2016). The task is: Predict the product of the given reaction. (1) Given the reactants [CH:1]([N:4]1[C:12]2[C:7](=[CH:8][CH:9]=[CH:10][CH:11]=2)[C:6]([C:13]([NH:15][NH2:16])=[O:14])=[N:5]1)([CH3:3])[CH3:2].Cl.[CH3:18][O:19][CH2:20][CH2:21][CH2:22][N:23]1[CH2:28][CH2:27][CH:26]([C:29](O)=O)[CH2:25][CH2:24]1, predict the reaction product. The product is: [CH:1]([N:4]1[C:12]2[C:7](=[CH:8][CH:9]=[CH:10][CH:11]=2)[C:6]([C:13]2[O:14][C:29]([CH:26]3[CH2:25][CH2:24][N:23]([CH2:22][CH2:21][CH2:20][O:19][CH3:18])[CH2:28][CH2:27]3)=[N:16][N:15]=2)=[N:5]1)([CH3:3])[CH3:2]. (2) Given the reactants [CH2:1]([C:3]([CH2:8][OH:9])([CH2:6][OH:7])[CH2:4][CH3:5])[OH:2].[SH:10][C:11]([CH3:16])([CH3:15])[C:12]([OH:14])=[O:13].O.C1(C)C=CC(S(O)(=O)=O)=CC=1.C(=O)([O-])O.[Na+], predict the reaction product. The product is: [SH:10][C:11]([CH3:16])([CH3:15])[C:12]([OH:14])=[O:13].[SH:10][C:11]([CH3:16])([CH3:15])[C:12]([OH:14])=[O:13].[SH:10][C:11]([CH3:16])([CH3:15])[C:12]([OH:14])=[O:13].[CH2:1]([C:3]([CH2:8][OH:9])([CH2:6][OH:7])[CH2:4][CH3:5])[OH:2].